From a dataset of Forward reaction prediction with 1.9M reactions from USPTO patents (1976-2016). Predict the product of the given reaction. (1) Given the reactants [CH3:1][C:2]1[CH:25]=[CH:24][C:5]([CH2:6][CH2:7][C:8]2[S:9][C:10]3[N:11]=[C:12]([NH2:23])[N:13]=[C:14]([N:17]4[CH2:22][CH2:21][NH:20][CH2:19][CH2:18]4)[C:15]=3[N:16]=2)=[CH:4][CH:3]=1.[CH3:26][O:27][C:28]1[CH:38]=[CH:37][C:31]([O:32][CH2:33][C:34](O)=[O:35])=[CH:30][CH:29]=1, predict the reaction product. The product is: [NH2:23][C:12]1[N:13]=[C:14]([N:17]2[CH2:18][CH2:19][N:20]([C:34](=[O:35])[CH2:33][O:32][C:31]3[CH:37]=[CH:38][C:28]([O:27][CH3:26])=[CH:29][CH:30]=3)[CH2:21][CH2:22]2)[C:15]2[N:16]=[C:8]([CH2:7][CH2:6][C:5]3[CH:4]=[CH:3][C:2]([CH3:1])=[CH:25][CH:24]=3)[S:9][C:10]=2[N:11]=1. (2) Given the reactants C[O:2][C:3]([C@H:5]1[CH2:10][CH2:9][C@H:8]([CH2:11][N:12]2[C:16]3[CH:17]=[C:18]([O:21][CH3:22])[CH:19]=[CH:20][C:15]=3[NH:14][C:13]2=[O:23])[CH2:7][CH2:6]1)=[O:4].[Li+].[OH-], predict the reaction product. The product is: [CH3:22][O:21][C:18]1[CH:19]=[CH:20][C:15]2[NH:14][C:13](=[O:23])[N:12]([CH2:11][C@H:8]3[CH2:9][CH2:10][C@H:5]([C:3]([OH:4])=[O:2])[CH2:6][CH2:7]3)[C:16]=2[CH:17]=1. (3) Given the reactants [Cl:1][C:2]1[CH:3]=[C:4]2[C:8](=[CH:9][CH:10]=1)[NH:7][CH:6]=[C:5]2[CH:11]=[O:12].[H-].[Na+].[CH3:15][S:16](Cl)(=[O:18])=[O:17], predict the reaction product. The product is: [Cl:1][C:2]1[CH:3]=[C:4]2[C:8](=[CH:9][CH:10]=1)[N:7]([S:16]([CH3:15])(=[O:18])=[O:17])[CH:6]=[C:5]2[CH:11]=[O:12]. (4) Given the reactants [CH3:1][C:2]1[CH:10]=[C:9]([CH3:11])[C:8]([C:12]2[NH:16][C:15]3[CH2:17][O:18][CH:19]([CH3:21])[CH2:20][C:14]=3[N:13]=2)=[CH:7][C:3]=1[C:4]([OH:6])=O.CCN=C=NCCCN(C)C.Cl.Cl.[NH:35]1[CH2:40][CH2:39][CH:38]([C:41]2[CH:48]=[CH:47][C:44]([C:45]#[N:46])=[CH:43][CH:42]=2)[CH2:37][CH2:36]1, predict the reaction product. The product is: [CH3:1][C:2]1[CH:10]=[C:9]([CH3:11])[C:8]([C:12]2[NH:16][C:15]3[CH2:17][O:18][CH:19]([CH3:21])[CH2:20][C:14]=3[N:13]=2)=[CH:7][C:3]=1[C:4]([N:35]1[CH2:40][CH2:39][CH:38]([C:41]2[CH:48]=[CH:47][C:44]([C:45]#[N:46])=[CH:43][CH:42]=2)[CH2:37][CH2:36]1)=[O:6]. (5) Given the reactants [NH2:1][CH:2]1[CH2:7][CH2:6][N:5]([CH2:8][CH2:9][N:10]2[C:19]3[C:14](=[CH:15][CH:16]=[C:17]([F:20])[CH:18]=3)[N:13]=[CH:12][C:11]2=[O:21])[CH2:4][CH2:3]1.[O:22]1[C:31]2[CH:30]=[C:29]([CH:32]=O)[N:28]=[CH:27][C:26]=2[O:25][CH2:24][CH2:23]1.C(O[BH-](OC(=O)C)OC(=O)C)(=O)C.[Na+], predict the reaction product. The product is: [O:22]1[C:31]2[CH:30]=[C:29]([CH2:32][NH:1][CH:2]3[CH2:3][CH2:4][N:5]([CH2:8][CH2:9][N:10]4[C:19]5[C:14](=[CH:15][CH:16]=[C:17]([F:20])[CH:18]=5)[N:13]=[CH:12][C:11]4=[O:21])[CH2:6][CH2:7]3)[N:28]=[CH:27][C:26]=2[O:25][CH2:24][CH2:23]1. (6) Given the reactants Br[C:2]1[C:3]([CH3:11])=[C:4]([C:7]([O:9][CH3:10])=[O:8])[S:5][CH:6]=1.[C:12]([O-])([O-])=O.[K+].[K+].[CH3:18][N:19]1[C:23](B2OC(C)(C)C(C)(C)O2)=[CH:22]C=N1, predict the reaction product. The product is: [CH3:18][N:19]([CH3:12])[C:23]([C:2]1[C:3]([CH3:11])=[C:4]([C:7]([O:9][CH3:10])=[O:8])[S:5][CH:6]=1)=[CH2:22]. (7) Given the reactants [NH2:1][CH2:2][CH2:3][C:4]1[CH:35]=[CH:34][C:7]([O:8][CH2:9][CH2:10][C:11]2[CH:16]=[CH:15][C:14]([OH:17])=[C:13]([C@@H:18]([C:28]3[CH:33]=[CH:32][CH:31]=[CH:30][CH:29]=3)[CH2:19][CH2:20][N:21]([CH:25]([CH3:27])[CH3:26])[CH:22]([CH3:24])[CH3:23])[CH:12]=2)=[CH:6][CH:5]=1.[F:36][C:37]1[C:45]([F:46])=[C:44]([OH:47])[CH:43]=[CH:42][C:38]=1[C:39](O)=[O:40], predict the reaction product. The product is: [CH:22]([N:21]([CH:25]([CH3:26])[CH3:27])[CH2:20][CH2:19][C@@H:18]([C:13]1[CH:12]=[C:11]([CH2:10][CH2:9][O:8][C:7]2[CH:6]=[CH:5][C:4]([CH2:3][CH2:2][NH:1][C:39](=[O:40])[C:38]3[CH:42]=[CH:43][C:44]([OH:47])=[C:45]([F:46])[C:37]=3[F:36])=[CH:35][CH:34]=2)[CH:16]=[CH:15][C:14]=1[OH:17])[C:28]1[CH:29]=[CH:30][CH:31]=[CH:32][CH:33]=1)([CH3:24])[CH3:23]. (8) Given the reactants [S:1]1[CH:5]=[CH:4][CH:3]=[C:2]1[CH2:6][C:7]([OH:9])=O.O=S(Cl)[Cl:12], predict the reaction product. The product is: [S:1]1[CH:5]=[CH:4][CH:3]=[C:2]1[CH2:6][C:7]([Cl:12])=[O:9]. (9) Given the reactants C=C[C@@H]1[C@@H]2C[C@H]([C@@H:11]([OH:22])[C:12]3C=CN=C4C=CC=CC=34)N(CC2)C1.N1C=CC=CC=1.[CH3:29][NH:30][C:31]([C:33]1[CH:42]=[CH:41][C:40]2[C:35](=[CH:36][CH:37]=[C:38]([C:43]([C:45]3[N:46]=[CH:47][N:48]([S:50]([C:53]4[CH:58]=[CH:57][CH:56]=[CH:55][CH:54]=4)(=[O:52])=[O:51])[CH:49]=3)=[O:44])[CH:39]=2)[CH:34]=1)=[O:32].C(O)(=O)[CH2:60][C:61](CC(O)=O)(C(O)=O)[OH:62], predict the reaction product. The product is: [OH:44][C@@:43]([C:38]1[CH:37]=[CH:36][C:35]2[C:40](=[CH:41][CH:42]=[C:33]([C:31]([NH:30][CH3:29])=[O:32])[CH:34]=2)[CH:39]=1)([C:45]1[N:46]=[CH:47][N:48]([S:50]([C:53]2[CH:58]=[CH:57][CH:56]=[CH:55][CH:54]=2)(=[O:52])=[O:51])[CH:49]=1)[CH2:60][C:61]([O:22][CH2:11][CH3:12])=[O:62].